Dataset: Catalyst prediction with 721,799 reactions and 888 catalyst types from USPTO. Task: Predict which catalyst facilitates the given reaction. (1) Reactant: [OH-].[Cl:2][C:3]1[CH:14]=[C:13]([O:15][CH3:16])[C:6]2[NH:7]C(=O)[O:9][CH:10]([CH3:11])[C:5]=2[C:4]=1[CH3:17]. Product: [NH2:7][C:6]1[C:13]([O:15][CH3:16])=[CH:14][C:3]([Cl:2])=[C:4]([CH3:17])[C:5]=1[CH:10]([OH:9])[CH3:11]. The catalyst class is: 5. (2) Reactant: [Cl:1][C:2]1[CH:3]=[CH:4][C:5]([O:15][CH3:16])=[C:6]([N:8]2[CH2:13][CH2:12][NH:11][CH:10]([CH3:14])[CH2:9]2)[CH:7]=1.[CH:17]12[CH2:23][CH:20]([CH:21]=[CH:22]1)[CH2:19][CH:18]2[CH:24]=O.C(O[BH-](OC(=O)C)OC(=O)C)(=O)C.[Na+]. Product: [CH:17]12[CH2:23][CH:20]([CH:21]=[CH:22]1)[CH2:19][CH:18]2[CH2:24][N:11]1[CH2:12][CH2:13][N:8]([C:6]2[CH:7]=[C:2]([Cl:1])[CH:3]=[CH:4][C:5]=2[O:15][CH3:16])[CH2:9][CH:10]1[CH3:14]. The catalyst class is: 26. (3) Reactant: [F:1][C:2]1[CH:10]=[C:9]2[C:5]([CH:6]=[CH:7][NH:8]2)=[CH:4][CH:3]=1.C([BH3-])#N.[Na+].[OH-].[Na+]. Product: [F:1][C:2]1[CH:10]=[C:9]2[C:5]([CH2:6][CH2:7][NH:8]2)=[CH:4][CH:3]=1. The catalyst class is: 15. (4) Reactant: [NH2:1][CH2:2][C:3]1[CH:8]=[C:7]([OH:9])[C:6]([O:10][CH2:11][CH2:12][CH3:13])=[CH:5][N:4]=1.CO[CH:16]=[C:17]1[C:26]2[C:21](=[CH:22][CH:23]=[C:24]([I:27])[CH:25]=2)[C:20](=[O:28])[NH:19][C:18]1=[O:29]. Product: [OH:9][C:7]1[C:6]([O:10][CH2:11][CH2:12][CH3:13])=[CH:5][N:4]=[C:3]([CH2:2][NH:1][CH:16]=[C:17]2[C:26]3[C:21](=[CH:22][CH:23]=[C:24]([I:27])[CH:25]=3)[C:20](=[O:28])[NH:19][C:18]2=[O:29])[CH:8]=1. The catalyst class is: 9. (5) Reactant: [CH2:1]([NH:6][C:7](=[O:9])[CH3:8])[CH2:2][CH2:3][CH2:4][CH3:5].[H-].[Na+].Br[CH2:13][CH:14]1[CH2:16][CH2:15]1. Product: [CH:14]1([CH2:13][N:6]([CH2:1][CH2:2][CH2:3][CH2:4][CH3:5])[C:7](=[O:9])[CH3:8])[CH2:16][CH2:15]1. The catalyst class is: 57. (6) Reactant: [Cl:1][C:2]1[CH:7]=[CH:6][C:5]([CH2:8]Cl)=[CH:4][CH:3]=1.[CH3:10][CH:11]1[CH2:16][NH:15][CH:14]([CH3:17])[CH2:13][NH:12]1. Product: [Cl:1][C:2]1[CH:7]=[CH:6][C:5]([CH2:8][N:12]2[CH2:13][CH:14]([CH3:17])[NH:15][CH2:16][CH:11]2[CH3:10])=[CH:4][CH:3]=1. The catalyst class is: 3.